Dataset: Full USPTO retrosynthesis dataset with 1.9M reactions from patents (1976-2016). Task: Predict the reactants needed to synthesize the given product. (1) Given the product [N:1]1[CH:6]=[CH:5][CH:4]=[CH:3][C:2]=1[C:7]([NH:12][NH2:13])=[O:9], predict the reactants needed to synthesize it. The reactants are: [N:1]1[CH:6]=[CH:5][CH:4]=[CH:3][C:2]=1[C:7]([O:9]CC)=O.[NH2:12][NH2:13].C(OCC)C. (2) Given the product [C:1]([O:5][C:6]([NH:8][C:9]1([C:13]([O:15][CH:16]2[CH2:20][CH2:19][CH2:18][CH2:17]2)=[O:14])[CH2:12][CH2:11][CH2:10]1)=[O:7])([CH3:4])([CH3:2])[CH3:3], predict the reactants needed to synthesize it. The reactants are: [C:1]([O:5][C:6]([NH:8][C:9]1([C:13]([OH:15])=[O:14])[CH2:12][CH2:11][CH2:10]1)=[O:7])([CH3:4])([CH3:3])[CH3:2].[CH:16]1(O)[CH2:20][CH2:19][CH2:18][CH2:17]1.C(Cl)CCl. (3) Given the product [Cl:1][C:2]([Cl:28])([Cl:27])[CH2:3][O:4][C:5](=[O:26])[NH:6][C:7]1[CH:12]=[CH:11][C:10]([S:13][C:14]2[CH:19]=[CH:18][C:17]([C:20](=[O:21])[NH:35][C:33]3[S:34][C:30]([CH3:29])=[N:31][N:32]=3)=[CH:16][C:15]=2[N+:23]([O-:25])=[O:24])=[CH:9][CH:8]=1, predict the reactants needed to synthesize it. The reactants are: [Cl:1][C:2]([Cl:28])([Cl:27])[CH2:3][O:4][C:5](=[O:26])[NH:6][C:7]1[CH:12]=[CH:11][C:10]([S:13][C:14]2[CH:19]=[CH:18][C:17]([C:20](Cl)=[O:21])=[CH:16][C:15]=2[N+:23]([O-:25])=[O:24])=[CH:9][CH:8]=1.[CH3:29][C:30]1[S:34][C:33]([NH2:35])=[N:32][N:31]=1. (4) Given the product [CH:27]1([N:26]([CH3:25])[C:2]2[N:3]=[C:4]3[C:10]([C:11](=[O:16])[C:12]([CH3:15])([CH3:14])[CH3:13])=[CH:9][N:8]([CH2:17][O:18][CH2:19][CH2:20][Si:21]([CH3:24])([CH3:23])[CH3:22])[C:5]3=[N:6][CH:7]=2)[CH2:31][CH2:30][CH2:29][CH2:28]1, predict the reactants needed to synthesize it. The reactants are: Br[C:2]1[N:3]=[C:4]2[C:10]([C:11](=[O:16])[C:12]([CH3:15])([CH3:14])[CH3:13])=[CH:9][N:8]([CH2:17][O:18][CH2:19][CH2:20][Si:21]([CH3:24])([CH3:23])[CH3:22])[C:5]2=[N:6][CH:7]=1.[CH3:25][NH:26][CH:27]1[CH2:31][CH2:30][CH2:29][CH2:28]1. (5) Given the product [Br:1][C:2]1[C:3]([O:12][CH3:13])=[CH:4][C:5]([Cl:11])=[C:6]([C:7]([C:25]2[CH:26]=[CH:27][C:22]([O:28][CH2:29][CH3:30])=[CH:23][CH:24]=2)=[O:9])[CH:10]=1, predict the reactants needed to synthesize it. The reactants are: [Br:1][C:2]1[C:3]([O:12][CH3:13])=[CH:4][C:5]([Cl:11])=[C:6]([CH:10]=1)[C:7]([OH:9])=O.S(Cl)(Cl)=O.[Cl-].[Al+3].[Cl-].[Cl-].[C:22]1([O:28][CH2:29][CH3:30])[CH:27]=[CH:26][CH:25]=[CH:24][CH:23]=1.